From a dataset of Full USPTO retrosynthesis dataset with 1.9M reactions from patents (1976-2016). Predict the reactants needed to synthesize the given product. (1) Given the product [C:14]([O:13][C:11]([N:7]1[CH2:8][CH2:9][O:10][CH:5]([CH2:4][N:1]2[CH:48]=[C:47]([C:42]3[CH:43]=[C:44]([CH3:46])[CH:45]=[C:40]([NH:39][C:35]4[N:34]=[C:33]([CH:32]([F:31])[F:49])[CH:38]=[CH:37][N:36]=4)[CH:41]=3)[N:3]=[N:2]2)[CH2:6]1)=[O:12])([CH3:17])([CH3:16])[CH3:15], predict the reactants needed to synthesize it. The reactants are: [N:1]([CH2:4][CH:5]1[O:10][CH2:9][CH2:8][N:7]([C:11]([O:13][C:14]([CH3:17])([CH3:16])[CH3:15])=[O:12])[CH2:6]1)=[N+:2]=[N-:3].O=C1O[C@H]([C@H](CO)O)C([O-])=C1O.[Na+].[F:31][CH:32]([F:49])[C:33]1[CH:38]=[CH:37][N:36]=[C:35]([NH:39][C:40]2[CH:45]=[C:44]([CH3:46])[CH:43]=[C:42]([C:47]#[CH:48])[CH:41]=2)[N:34]=1. (2) Given the product [C:45]([C:5]1[O:1][CH:2]=[C:3]([C:6]([O:8][C:3]([CH3:6])([CH3:4])[CH3:2])=[O:7])[CH:4]=1)(=[O:48])[CH2:46][CH3:47], predict the reactants needed to synthesize it. The reactants are: [O:1]1[CH:5]=[CH:4][C:3]([C:6]([OH:8])=[O:7])=[CH:2]1.FC(F)(F)S([O-])(=O)=O.[In+3].FC(F)(F)S([O-])(=O)=O.FC(F)(F)S([O-])(=O)=O.Cl([O-])(=O)(=O)=O.[Li+].[C:45](O[C:45](=[O:48])[CH2:46][CH3:47])(=[O:48])[CH2:46][CH3:47].